From a dataset of Forward reaction prediction with 1.9M reactions from USPTO patents (1976-2016). Predict the product of the given reaction. (1) Given the reactants Cl.Br[C:3]1[CH:8]=[CH:7][N:6]=[CH:5][CH:4]=1.C(=O)([O-])[O-].[Na+].[Na+].[CH:15]([C:17]1[CH:18]=[C:19](B(O)O)[CH:20]=[CH:21][CH:22]=1)=[O:16], predict the reaction product. The product is: [N:6]1[CH:7]=[CH:8][C:3]([C:21]2[CH:22]=[C:17]([CH:18]=[CH:19][CH:20]=2)[CH:15]=[O:16])=[CH:4][CH:5]=1. (2) Given the reactants [Cl:1][C:2]1[CH:3]=[C:4]([CH:7]=[CH:8][CH:9]=1)[CH2:5][NH2:6].C([O:14][C:15]([C:17]1[CH:22]=[CH:21][CH:20]=[CH:19][C:18]=1[C:23]1[CH:28]=[CH:27][C:26]([CH2:29][N:30]2[C:38]3[C:33](=[CH:34][C:35]([C:39](O)=[O:40])=[CH:36][CH:37]=3)[C:32]([CH3:42])=[C:31]2[CH3:43])=[CH:25][CH:24]=1)=[O:16])(C)(C)C, predict the reaction product. The product is: [Cl:1][C:2]1[CH:3]=[C:4]([CH:7]=[CH:8][CH:9]=1)[CH2:5][NH:6][C:39]([C:35]1[CH:34]=[C:33]2[C:38](=[CH:37][CH:36]=1)[N:30]([CH2:29][C:26]1[CH:25]=[CH:24][C:23]([C:18]3[C:17]([C:15]([OH:16])=[O:14])=[CH:22][CH:21]=[CH:20][CH:19]=3)=[CH:28][CH:27]=1)[C:31]([CH3:43])=[C:32]2[CH3:42])=[O:40]. (3) The product is: [F:35][C:28]1[C:29]([OH:34])=[CH:30][CH:31]=[C:32]([F:33])[C:27]=1[NH:26][C:4](=[O:6])[C:3]1[CH:7]=[C:8]([O:18][CH3:19])[CH:9]=[C:10]([C:11]2[CH:16]=[CH:15][CH:14]=[C:13]([F:17])[CH:12]=2)[C:2]=1[F:1]. Given the reactants [F:1][C:2]1[C:10]([C:11]2[CH:16]=[CH:15][CH:14]=[C:13]([F:17])[CH:12]=2)=[CH:9][C:8]([O:18][CH3:19])=[CH:7][C:3]=1[C:4]([OH:6])=O.C(Cl)(=O)C(Cl)=O.[NH2:26][C:27]1[C:28]([F:35])=[C:29]([OH:34])[CH:30]=[CH:31][C:32]=1[F:33].C([O-])(O)=O.[Na+], predict the reaction product. (4) Given the reactants C[O:2][C:3]([C:5]1[CH:14]=[C:13]([O:15][CH2:16][C:17](=[O:25])[NH:18][C:19]2[CH:24]=[CH:23][CH:22]=[CH:21][CH:20]=2)[C:12]2[C:7](=[CH:8][C:9]([Cl:27])=[CH:10][C:11]=2[Cl:26])[CH:6]=1)=[O:4].[Li+].[OH-], predict the reaction product. The product is: [Cl:26][C:11]1[CH:10]=[C:9]([Cl:27])[CH:8]=[C:7]2[C:12]=1[C:13]([O:15][CH2:16][C:17](=[O:25])[NH:18][C:19]1[CH:20]=[CH:21][CH:22]=[CH:23][CH:24]=1)=[CH:14][C:5]([C:3]([OH:4])=[O:2])=[CH:6]2.